From a dataset of Reaction yield outcomes from USPTO patents with 853,638 reactions. Predict the reaction yield, written as a fraction of the theoretical maximum amount of product (1.0 means a 100% yield; for example, 0.34 means a 34% yield). (1) The reactants are C([Li])CCC.[CH2:6]([O:8]C=C)[CH3:7].Br[C:12]1[CH:21]=[CH:20][C:19]2[C:14](=[C:15]([Br:22])[CH:16]=[CH:17][CH:18]=2)[N:13]=1.Cl. The catalyst is C1COCC1.[Cl-].[Cl-].[Zn+2].C1C=CC(/C=C/C(/C=C/C2C=CC=CC=2)=O)=CC=1.C1C=CC(/C=C/C(/C=C/C2C=CC=CC=2)=O)=CC=1.[Pd].C1C=CC(P(C2C=CC=CC=2)C2C=CC=CC=2)=CC=1. The product is [C:6]([C:12]1[CH:21]=[CH:20][C:19]2[C:14](=[C:15]([Br:22])[CH:16]=[CH:17][CH:18]=2)[N:13]=1)(=[O:8])[CH3:7]. The yield is 0.450. (2) The reactants are C[O:2][C:3]1[CH:8]=[CH:7][C:6]([C:9]2[N:10]=[CH:11][C:12]3[C:17]([CH:18]=2)=[CH:16][CH:15]=[CH:14][CH:13]=3)=[CH:5][CH:4]=1.C(O)(=O)C. The catalyst is I. The product is [CH:11]1[C:12]2[C:17](=[CH:16][CH:15]=[CH:14][CH:13]=2)[CH:18]=[C:9]([C:6]2[CH:7]=[CH:8][C:3]([OH:2])=[CH:4][CH:5]=2)[N:10]=1. The yield is 0.840. (3) The reactants are [Cl:1][C:2]1[C:3]([NH:21][C:22]2[CH:27]=[CH:26][C:25]([O:28][CH3:29])=[CH:24][C:23]=2[NH:30][S:31]([CH3:34])(=[O:33])=[O:32])=[N:4][C:5]([NH:8][C:9]2[C:10]([CH3:20])=[C:11]([CH:17]=[CH:18][CH:19]=2)[O:12][CH2:13][C:14](O)=[O:15])=[N:6][CH:7]=1.C(Cl)CCl.[CH:40]1[CH:40]=[CH:41][C:42]2[N:47](O)N=[N:47][C:42]=2[CH:41]=1.CCN(C(C)C)C(C)C.N1CCC1. The catalyst is O.CN(C=O)C. The product is [N:47]1([C:14](=[O:15])[CH2:13][O:12][C:11]2[C:10]([CH3:20])=[C:9]([NH:8][C:5]3[N:4]=[C:3]([NH:21][C:22]4[CH:27]=[CH:26][C:25]([O:28][CH3:29])=[CH:24][C:23]=4[NH:30][S:31]([CH3:34])(=[O:33])=[O:32])[C:2]([Cl:1])=[CH:7][N:6]=3)[CH:19]=[CH:18][CH:17]=2)[CH2:42][CH2:41][CH2:40]1. The yield is 0.750. (4) The yield is 0.582. The reactants are O[CH2:2][C:3]1[CH:12]=[N:11][C:10]2[N:9]3[CH2:13][CH2:14][CH2:15][CH2:16][CH:8]3[C:7](=[O:17])[NH:6][C:5]=2[CH:4]=1.[CH2:18]([NH:20][C:21](=[O:34])[C:22]1[CH:27]=[CH:26][C:25]([N:28]2[CH2:33][CH2:32][NH:31][CH2:30][CH2:29]2)=[CH:24][CH:23]=1)[CH3:19].[I-].C(C[P+](C)(C)C)#N.C(N(CC)C(C)C)(C)C. The product is [CH2:18]([NH:20][C:21](=[O:34])[C:22]1[CH:23]=[CH:24][C:25]([N:28]2[CH2:29][CH2:30][N:31]([CH2:2][C:3]3[CH:12]=[N:11][C:10]4[N:9]5[CH2:13][CH2:14][CH2:15][CH2:16][CH:8]5[C:7](=[O:17])[NH:6][C:5]=4[CH:4]=3)[CH2:32][CH2:33]2)=[CH:26][CH:27]=1)[CH3:19]. The catalyst is C(#N)CC.